This data is from Full USPTO retrosynthesis dataset with 1.9M reactions from patents (1976-2016). The task is: Predict the reactants needed to synthesize the given product. (1) Given the product [F:14][C:15]1[CH:20]=[C:19]([F:21])[CH:18]=[CH:17][C:16]=1[C:22]1[C:27]([F:28])=[CH:26][N:25]=[C:24]([NH:29][C:30]2[CH:31]=[C:32]([CH:40]=[C:41]([C:43]([F:46])([F:44])[F:45])[CH:42]=2)[CH2:33][S:34]([CH3:36])(=[O:35])=[N:37][C:38]([NH2:39])=[O:2])[N:23]=1, predict the reactants needed to synthesize it. The reactants are: C(OC(C(F)(F)F)=O)(C(F)(F)F)=[O:2].[F:14][C:15]1[CH:20]=[C:19]([F:21])[CH:18]=[CH:17][C:16]=1[C:22]1[C:27]([F:28])=[CH:26][N:25]=[C:24]([NH:29][C:30]2[CH:31]=[C:32]([CH:40]=[C:41]([C:43]([F:46])([F:45])[F:44])[CH:42]=2)[CH2:33][S:34](=[N:37][C:38]#[N:39])([CH3:36])=[O:35])[N:23]=1. (2) Given the product [CH2:17]([N:12]1[CH:11]=[C:10]2[C:14]([CH:15]=[CH:16][CH:8]=[C:9]2[CH2:19][OH:20])=[N:13]1)[CH3:18], predict the reactants needed to synthesize it. The reactants are: [H-].[Al+3].[Li+].[H-].[H-].[H-].Br[C:8]1[CH:16]=[CH:15][C:14]2[C:10](=[CH:11][N:12]([CH2:17][CH3:18])[N:13]=2)[C:9]=1[C:19](OC)=[O:20].O.O.O.O.O.O.O.O.O.O.S([O-])([O-])(=O)=O.[Na+].[Na+]. (3) Given the product [F:11][C:12]1[CH:28]=[CH:27][C:15]([C:16]([NH:18][S:19]([N:22]([CH:24]([CH3:25])[CH3:26])[CH3:23])(=[O:21])=[O:20])=[O:17])=[CH:14][C:13]=1[NH:29][C:2]([O:4][C:5]1[CH:10]=[CH:9][CH:8]=[CH:7][CH:6]=1)=[O:3], predict the reactants needed to synthesize it. The reactants are: Cl[C:2]([O:4][C:5]1[CH:10]=[CH:9][CH:8]=[CH:7][CH:6]=1)=[O:3].[F:11][C:12]1[CH:28]=[CH:27][C:15]([C:16]([NH:18][S:19]([N:22]([CH:24]([CH3:26])[CH3:25])[CH3:23])(=[O:21])=[O:20])=[O:17])=[CH:14][C:13]=1[NH2:29]. (4) Given the product [Cl:1][C:2]1[CH:3]=[C:4]([CH:12]([CH2:16][CH:17]2[CH2:18][CH2:19][C:20](=[O:23])[CH2:21][CH2:22]2)[C:13]([NH:30][C:31]2[CH:36]=[N:35][CH:34]=[CH:33][N:32]=2)=[O:14])[CH:5]=[CH:6][C:7]=1[S:8]([CH3:11])(=[O:10])=[O:9], predict the reactants needed to synthesize it. The reactants are: [Cl:1][C:2]1[CH:3]=[C:4]([CH:12]([CH2:16][CH:17]2[CH2:22][CH2:21][C:20](=[O:23])[CH2:19][CH2:18]2)[C:13](O)=[O:14])[CH:5]=[CH:6][C:7]=1[S:8]([CH3:11])(=[O:10])=[O:9].C(Cl)(=O)C(Cl)=O.[NH2:30][C:31]1[CH:36]=[N:35][CH:34]=[CH:33][N:32]=1.N1C=CC=CC=1. (5) Given the product [CH2:1]([O:8][C:9]1[CH:14]=[CH:13][C:12]([NH:15][C:16]2[C:21]([NH2:22])=[C:20]([CH3:25])[CH:19]=[CH:18][N:17]=2)=[CH:11][CH:10]=1)[C:2]1[CH:7]=[CH:6][CH:5]=[CH:4][CH:3]=1, predict the reactants needed to synthesize it. The reactants are: [CH2:1]([O:8][C:9]1[CH:14]=[CH:13][C:12]([NH:15][C:16]2[C:21]([N+:22]([O-])=O)=[C:20]([CH3:25])[CH:19]=[CH:18][N:17]=2)=[CH:11][CH:10]=1)[C:2]1[CH:7]=[CH:6][CH:5]=[CH:4][CH:3]=1. (6) Given the product [ClH:3].[Cl:3][C:4]1[C:9]([Cl:10])=[CH:8][CH:7]=[CH:6][C:5]=1[N:11]([CH2:13][C:14]1[CH:21]=[CH:20][CH:19]=[C:16]([CH3:17])[CH:15]=1)[NH2:12], predict the reactants needed to synthesize it. The reactants are: [NH2-].[Na+].[Cl:3][C:4]1[C:9]([Cl:10])=[CH:8][CH:7]=[CH:6][C:5]=1[NH:11][NH2:12].[CH3:13][C:14]1[CH:15]=[C:16]([CH:19]=[CH:20][CH:21]=1)[CH2:17]Br.O.